This data is from Forward reaction prediction with 1.9M reactions from USPTO patents (1976-2016). The task is: Predict the product of the given reaction. (1) The product is: [Cl:1][C:2]1[N:3]=[C:4]([N:22]2[CH2:27][CH2:26][O:25][CH2:24][CH2:23]2)[C:5]2[S:10][C:9]([CH2:11][N:12]3[CH2:17][CH2:16][N:15]4[C@@H:33]([CH2:28][O:29][CH2:30][CH2:31]4)[CH2:34]3)=[CH:8][C:6]=2[N:7]=1. Given the reactants [Cl:1][C:2]1[N:3]=[C:4]([N:22]2[CH2:27][CH2:26][O:25][CH2:24][CH2:23]2)[C:5]2[S:10][C:9]([CH2:11][N:12]3[CH2:17][CH2:16][NH:15]C(=O)[C@@H]3C(C)C)=[CH:8][C:6]=2[N:7]=1.[CH2:28]1[C@H:33]2[CH2:34]NCCN2[CH2:31][CH2:30][O:29]1, predict the reaction product. (2) The product is: [Cl:27][C:22]1[CH:23]=[CH:24][CH:25]=[CH:26][C:21]=1[C@H:19]([O:18][C:11]1[CH:10]=[C:9]([N:6]2[C:5]3[CH:28]=[CH:29][C:2]([C:38]4[CH:39]=[CH:40][C:41]([N:44]5[CH2:49][CH2:48][N:47]([C:50]([O:52][C:53]([CH3:56])([CH3:55])[CH3:54])=[O:51])[CH2:46][CH2:45]5)=[N:42][CH:43]=4)=[CH:3][C:4]=3[N:8]=[CH:7]2)[S:13][C:12]=1[C:14]([O:16][CH3:17])=[O:15])[CH3:20]. Given the reactants Br[C:2]1[CH:29]=[CH:28][C:5]2[N:6]([C:9]3[S:13][C:12]([C:14]([O:16][CH3:17])=[O:15])=[C:11]([O:18][C@@H:19]([C:21]4[CH:26]=[CH:25][CH:24]=[CH:23][C:22]=4[Cl:27])[CH3:20])[CH:10]=3)[CH:7]=[N:8][C:4]=2[CH:3]=1.CC1(C)C(C)(C)OB([C:38]2[CH:39]=[CH:40][C:41]([N:44]3[CH2:49][CH2:48][N:47]([C:50]([O:52][C:53]([CH3:56])([CH3:55])[CH3:54])=[O:51])[CH2:46][CH2:45]3)=[N:42][CH:43]=2)O1, predict the reaction product. (3) The product is: [CH2:24]([N:31]1[CH2:21][CH:7]([C:1]2[CH:6]=[CH:5][CH:4]=[CH:3][CH:2]=2)[C:8]([C:10]2[CH:20]=[CH:19][C:13]3[O:14][CH2:15][C:16](=[O:18])[NH:17][C:12]=3[CH:11]=2)=[N:32]1)[C:25]1[CH:30]=[CH:29][CH:28]=[CH:27][CH:26]=1. Given the reactants [C:1]1([C:7](=[CH2:21])[C:8]([C:10]2[CH:20]=[CH:19][C:13]3[O:14][CH2:15][C:16](=[O:18])[NH:17][C:12]=3[CH:11]=2)=O)[CH:6]=[CH:5][CH:4]=[CH:3][CH:2]=1.Cl.Cl.[CH2:24]([NH:31][NH2:32])[C:25]1[CH:30]=[CH:29][CH:28]=[CH:27][CH:26]=1.N1C=CC=CC=1, predict the reaction product. (4) Given the reactants [CH:1]1([CH2:4][N:5]2[CH2:30][CH2:29][C@:12]34[C:13]5[C:14]6[O:28][C@H:11]3[C:10](=[O:31])[CH:9]([CH3:32])[CH2:8][C@@:7]4([OH:33])[C@H:6]2[CH2:19][C:18]=5[CH:17]=[CH:16][C:15]=6[O:20]CC2C=CC=CC=2)[CH2:3][CH2:2]1, predict the reaction product. The product is: [CH:1]1([CH2:4][N:5]2[CH2:30][CH2:29][C@:12]34[C:13]5[C:14]6[O:28][C@H:11]3[C:10](=[O:31])[CH:9]([CH3:32])[CH2:8][C@@:7]4([OH:33])[C@H:6]2[CH2:19][C:18]=5[CH:17]=[CH:16][C:15]=6[OH:20])[CH2:2][CH2:3]1.